Dataset: Full USPTO retrosynthesis dataset with 1.9M reactions from patents (1976-2016). Task: Predict the reactants needed to synthesize the given product. Given the product [C:19]([C:3]1[CH:4]=[C:5]([F:18])[C:6]([NH:8][CH:9]([CH2:13][C:14]([F:17])([F:16])[F:15])[C:10]([NH2:12])=[O:11])=[N:7][C:2]=1[NH:21][C:22]1[CH:23]=[N:24][C:25]2[C:30]([CH:31]=1)=[CH:29][CH:28]=[CH:27][CH:26]=2)#[N:20], predict the reactants needed to synthesize it. The reactants are: Cl[C:2]1[N:7]=[C:6]([NH:8][CH:9]([CH2:13][C:14]([F:17])([F:16])[F:15])[C:10]([NH2:12])=[O:11])[C:5]([F:18])=[CH:4][C:3]=1[C:19]#[N:20].[NH2:21][C:22]1[CH:23]=[N:24][C:25]2[C:30]([CH:31]=1)=[CH:29][CH:28]=[CH:27][CH:26]=2.O.O.O.[O-]C1C=CC=CC=1.[Na+].CC1(C)C2C(=C(P(C3C=CC=CC=3)C3C=CC=CC=3)C=CC=2)OC2C(P(C3C=CC=CC=3)C3C=CC=CC=3)=CC=CC1=2.